This data is from Full USPTO retrosynthesis dataset with 1.9M reactions from patents (1976-2016). The task is: Predict the reactants needed to synthesize the given product. Given the product [O:1]1[C:5]2([CH2:10][CH2:9][CH:8]([N:11]3[CH:15]=[CH:14][N:13]=[N:12]3)[CH2:7][CH2:6]2)[O:4][CH2:3][CH2:2]1, predict the reactants needed to synthesize it. The reactants are: [O:1]1[C:5]2([CH2:10][CH2:9][CH:8]([N:11]3[CH:15]=[C:14]([Si](C)(C)C)[N:13]=[N:12]3)[CH2:7][CH2:6]2)[O:4][CH2:3][CH2:2]1.[F-].C([N+](CCCC)(CCCC)CCCC)CCC.